Dataset: Reaction yield outcomes from USPTO patents with 853,638 reactions. Task: Predict the reaction yield, written as a fraction of the theoretical maximum amount of product (1.0 means a 100% yield; for example, 0.34 means a 34% yield). The reactants are Br[C:2]1[CH:3]=[CH:4][C:5]2[O:9][C:8](=[O:10])[N:7]([CH2:11][C:12]([N:14]([CH3:21])[C:15]3[CH:20]=[CH:19][CH:18]=[CH:17][CH:16]=3)=[O:13])[C:6]=2[CH:22]=1.B(O)(O)[C:24]1[CH:29]=[CH:28][CH:27]=[N:26][CH:25]=1.C(=O)([O-])[O-].[K+].[K+].C(=O)([O-])O.[Na+]. The catalyst is O1CCOCC1.O.C(OCC)(=O)C. The product is [CH3:21][N:14]([C:15]1[CH:20]=[CH:19][CH:18]=[CH:17][CH:16]=1)[C:12](=[O:13])[CH2:11][N:7]1[C:6]2[CH:22]=[C:2]([C:24]3[CH:25]=[N:26][CH:27]=[CH:28][CH:29]=3)[CH:3]=[CH:4][C:5]=2[O:9][C:8]1=[O:10]. The yield is 0.690.